This data is from CYP2C19 inhibition data for predicting drug metabolism from PubChem BioAssay. The task is: Regression/Classification. Given a drug SMILES string, predict its absorption, distribution, metabolism, or excretion properties. Task type varies by dataset: regression for continuous measurements (e.g., permeability, clearance, half-life) or binary classification for categorical outcomes (e.g., BBB penetration, CYP inhibition). Dataset: cyp2c19_veith. (1) The compound is NS(=O)(=O)c1ccc(CNC(=O)/C=C/c2ccccc2)cc1. The result is 0 (non-inhibitor). (2) The molecule is C[C@@H](CN1CCC(Cc2ccccc2)CC1)[C@H](O)c1ccc(O)cc1. The result is 0 (non-inhibitor). (3) The drug is CCC[C@@H]1C[C@@]1(CCC)C(NC(=O)c1ccco1)c1ccc(Cl)cc1. The result is 1 (inhibitor). (4) The drug is Cc1cccc(NC(NC(=O)c2cccnc2)C(Cl)(Cl)Cl)c1. The result is 1 (inhibitor). (5) The molecule is COC(=O)c1cn(CC(=O)N2CCCCC2C)c2ccccc12. The result is 1 (inhibitor). (6) The drug is CN(C)C(=O)c1ccc(-c2nc(Nc3ccccc3)c3ccccc3n2)cc1. The result is 1 (inhibitor). (7) The compound is O=c1[nH]c(SCc2c(Cl)c(Cl)c(Cl)c(Cl)c2Cl)nc(=S)[nH]1. The result is 0 (non-inhibitor). (8) The molecule is CN(C)CCOC(=O)c1ccc(N)cc1. The result is 0 (non-inhibitor). (9) The molecule is O=C(c1ccc(C(F)(F)F)cc1)c1c[nH]c(C(=O)NCCCn2ccnc2)c1. The result is 1 (inhibitor).